From a dataset of Catalyst prediction with 721,799 reactions and 888 catalyst types from USPTO. Predict which catalyst facilitates the given reaction. (1) Reactant: [CH2:1]([O:8][C:9](=[O:33])[C@@H:10]([NH:20][C:21](=[O:32])[C@@H:22]([NH:24]C(OC(C)(C)C)=O)[CH3:23])[CH2:11][C:12]1[CH:17]=[CH:16][C:15]([O:18][CH3:19])=[CH:14][CH:13]=1)[C:2]1[CH:7]=[CH:6][CH:5]=[CH:4][CH:3]=1.FC(F)(F)C(O)=O.C(N(CC)C(C)C)(C)C.[N:50]1[CH:55]=[CH:54][N:53]=[CH:52][C:51]=1[C:56]([OH:58])=O.CN(C(ON1N=NC2C=CC=NC1=2)=[N+](C)C)C.F[P-](F)(F)(F)(F)F. Product: [CH2:1]([O:8][C:9](=[O:33])[C@@H:10]([NH:20][C:21](=[O:32])[C@@H:22]([NH:24][C:56]([C:51]1[CH:52]=[N:53][CH:54]=[CH:55][N:50]=1)=[O:58])[CH3:23])[CH2:11][C:12]1[CH:13]=[CH:14][C:15]([O:18][CH3:19])=[CH:16][CH:17]=1)[C:2]1[CH:3]=[CH:4][CH:5]=[CH:6][CH:7]=1. The catalyst class is: 4. (2) Reactant: [Cl:1][C:2]1[CH:7]=[CH:6][C:5]([N:8]2[C:13](=[O:14])[C:12]3[CH:15]=[N:16][N:17]([C:18]4[CH:19]=[C:20]([CH:23]=[CH:24][CH:25]=4)[C:21]#[N:22])[C:11]=3[N:10]=[C:9]2[C:26]2[CH:31]=[CH:30][C:29](B3OC(C)(C)C(C)(C)O3)=[CH:28][CH:27]=2)=[CH:4][CH:3]=1.I[C:42]1[CH:47]=[N:46][CH:45]=[CH:44][N:43]=1.C(=O)([O-])[O-].[Cs+].[Cs+]. Product: [Cl:1][C:2]1[CH:3]=[CH:4][C:5]([N:8]2[C:13](=[O:14])[C:12]3[CH:15]=[N:16][N:17]([C:18]4[CH:19]=[C:20]([CH:23]=[CH:24][CH:25]=4)[C:21]#[N:22])[C:11]=3[N:10]=[C:9]2[C:26]2[CH:27]=[CH:28][C:29]([C:42]3[CH:47]=[N:46][CH:45]=[CH:44][N:43]=3)=[CH:30][CH:31]=2)=[CH:6][CH:7]=1. The catalyst class is: 423. (3) Reactant: [CH3:1][CH:2]([CH3:12])[CH:3]=[CH:4][CH2:5][CH2:6][CH2:7][CH2:8][C:9]([OH:11])=[O:10].N[C@H]1CCCC[C@H]1O. Product: [CH3:1][CH:2]([CH3:12])/[CH:3]=[CH:4]/[CH2:5][CH2:6][CH2:7][CH2:8][C:9]([OH:11])=[O:10]. The catalyst class is: 22. (4) Reactant: [CH3:1][C:2]([CH3:19])([CH2:8][C:9]1[CH:14]=[CH:13][C:12]([C:15]([F:18])([F:17])[F:16])=[CH:11][CH:10]=1)[C:3]([O:5]CC)=[O:4].[OH-].[Na+].Cl. Product: [CH3:1][C:2]([CH3:19])([CH2:8][C:9]1[CH:14]=[CH:13][C:12]([C:15]([F:16])([F:17])[F:18])=[CH:11][CH:10]=1)[C:3]([OH:5])=[O:4]. The catalyst class is: 5. (5) Reactant: [NH2:1][C:2]1[CH:24]=[CH:23][C:5]([O:6][C:7]2[C:16]3[C:11](=[CH:12][C:13]([O:17][C:18]([CH3:22])([CH3:21])[CH2:19][OH:20])=[CH:14][CH:15]=3)[N:10]=[CH:9][CH:8]=2)=[C:4]([F:25])[CH:3]=1.[CH3:26][N:27]1[C:31]([CH3:32])=[C:30]([C:33](O)=[O:34])[C:29](=[O:36])[N:28]1[C:37]1[CH:42]=[CH:41][CH:40]=[CH:39][CH:38]=1.CCN=C=NCCCN(C)C.C1C=NC2N(O)N=NC=2C=1. Product: [F:25][C:4]1[CH:3]=[C:2]([NH:1][C:33]([C:30]2[C:29](=[O:36])[N:28]([C:37]3[CH:38]=[CH:39][CH:40]=[CH:41][CH:42]=3)[N:27]([CH3:26])[C:31]=2[CH3:32])=[O:34])[CH:24]=[CH:23][C:5]=1[O:6][C:7]1[C:16]2[C:11](=[CH:12][C:13]([O:17][C:18]([CH3:22])([CH3:21])[CH2:19][OH:20])=[CH:14][CH:15]=2)[N:10]=[CH:9][CH:8]=1. The catalyst class is: 2. (6) Reactant: [C:1]([C:5]1[C:9]([C:10]#[N:11])=[C:8]([C:12]2[NH:16][C:15]3[C:17]([C:29]([F:32])([F:31])[F:30])=[CH:18][C:19](B4OCC(C)(C)CO4)=[CH:20][C:14]=3[N:13]=2)[N:7]([CH3:33])[N:6]=1)([CH3:4])([CH3:3])[CH3:2].Br[C:35]1[C:40]([F:41])=[CH:39][CH:38]=[CH:37][C:36]=1[F:42].C([O-])([O-])=O.[Na+].[Na+].CCOC(C)=O. Product: [C:1]([C:5]1[C:9]([C:10]#[N:11])=[C:8]([C:12]2[NH:16][C:15]3[C:17]([C:29]([F:32])([F:30])[F:31])=[CH:18][C:19]([C:35]4[C:40]([F:41])=[CH:39][CH:38]=[CH:37][C:36]=4[F:42])=[CH:20][C:14]=3[N:13]=2)[N:7]([CH3:33])[N:6]=1)([CH3:2])([CH3:4])[CH3:3]. The catalyst class is: 77. (7) Reactant: Cl[C:2]1[N:7]=[C:6]([NH:8][C@H:9]([C:11]2[N:12]([C:30]3[CH:35]=[CH:34][CH:33]=[CH:32][CH:31]=3)[C:13](=[O:29])[C:14]3[C:19]([CH:20]=2)=[CH:18][CH:17]=[CH:16][C:15]=3[C:21]2[CH:22]=[N:23][C:24]([O:27][CH3:28])=[N:25][CH:26]=2)[CH3:10])[C:5]([I:36])=[CH:4][N:3]=1.[OH-].[NH4+:38]. Product: [NH2:38][C:2]1[N:7]=[C:6]([NH:8][C@H:9]([C:11]2[N:12]([C:30]3[CH:35]=[CH:34][CH:33]=[CH:32][CH:31]=3)[C:13](=[O:29])[C:14]3[C:19]([CH:20]=2)=[CH:18][CH:17]=[CH:16][C:15]=3[C:21]2[CH:22]=[N:23][C:24]([O:27][CH3:28])=[N:25][CH:26]=2)[CH3:10])[C:5]([I:36])=[CH:4][N:3]=1. The catalyst class is: 12.